From a dataset of Peptide-MHC class I binding affinity with 185,985 pairs from IEDB/IMGT. Regression. Given a peptide amino acid sequence and an MHC pseudo amino acid sequence, predict their binding affinity value. This is MHC class I binding data. (1) The peptide sequence is DEVEFLGHY. The MHC is HLA-A03:01 with pseudo-sequence HLA-A03:01. The binding affinity (normalized) is 0. (2) The peptide sequence is EGFDPRALI. The MHC is HLA-B57:01 with pseudo-sequence HLA-B57:01. The binding affinity (normalized) is 0.0847. (3) The peptide sequence is WAPEGDIRL. The MHC is HLA-A26:01 with pseudo-sequence HLA-A26:01. The binding affinity (normalized) is 0.0847. (4) The peptide sequence is IQIQATETA. The MHC is HLA-B39:01 with pseudo-sequence HLA-B39:01. The binding affinity (normalized) is 0.0847. (5) The peptide sequence is ASRGLWDSF. The MHC is HLA-A01:01 with pseudo-sequence HLA-A01:01. The binding affinity (normalized) is 0.0847.